Dataset: Reaction yield outcomes from USPTO patents with 853,638 reactions. Task: Predict the reaction yield, written as a fraction of the theoretical maximum amount of product (1.0 means a 100% yield; for example, 0.34 means a 34% yield). (1) The reactants are CC(C)[N:3]=C=NC(C)C.[CH3:10][C:11]1[C:16]([NH:17][C:18]([C:20]2[S:24][C:23]([NH:25][C:26]3[CH:27]=[C:28]([N:33]4[CH2:38][CH2:37][N:36]([CH2:39][CH2:40][OH:41])[CH2:35][CH2:34]4)[N:29]=[C:30]([CH3:32])[N:31]=3)=[N:22][CH:21]=2)=[O:19])=[C:15]([Cl:42])[CH:14]=[CH:13][CH:12]=1.[NH:43](C(OC(C)(C)C)=O)[C@H:44]([C:49]([OH:51])=O)[CH2:45][CH:46]([CH3:48])[CH3:47].C1(C)C=CC(S([O-])(=O)=O)=CC=1.CN(C)C1C=C[NH+]=CC=1. The catalyst is C(Cl)Cl.CN(C=O)C. The product is [CH3:10][C:11]1[C:16]([NH:17][C:18]([C:20]2[S:24][C:23]([NH:25][C:26]3[CH:27]=[C:28]([N:33]4[CH2:38][CH2:37][N:36]([CH2:39][CH2:40][OH:41])[CH2:35][CH2:34]4)[N:29]=[C:30]([CH3:32])[N:31]=3)=[N:22][CH:21]=2)=[O:19])=[C:15]([Cl:42])[CH:14]=[CH:13][CH:12]=1.[NH2:43][C@H:44]([C:49]([NH2:3])=[O:51])[CH2:45][CH:46]([CH3:48])[CH3:47]. The yield is 0.610. (2) The reactants are [OH:1][C:2]1[CH:9]=[CH:8][C:5]([CH:6]=[O:7])=[CH:4][C:3]=1[CH3:10].C(=O)([O-])[O-].[K+].[K+].Cl.Cl[CH2:19][CH2:20][N:21]1[CH2:26][CH2:25][O:24][CH2:23][CH2:22]1. The catalyst is CN(C=O)C. The product is [CH3:10][C:3]1[CH:4]=[C:5]([CH:8]=[CH:9][C:2]=1[O:1][CH2:19][CH2:20][N:21]1[CH2:26][CH2:25][O:24][CH2:23][CH2:22]1)[CH:6]=[O:7]. The yield is 0.750. (3) The reactants are Cl[C:2]1[CH:7]=[C:6]([NH:8][C:9]2[CH:17]=[CH:16][CH:15]=[CH:14][C:10]=2[C:11]([OH:13])=[O:12])[C:5]([Cl:18])=[CH:4][N:3]=1.[CH3:19][N:20]1[C:24]([NH2:25])=[CH:23][C:22]([CH3:26])=[N:21]1.C1(P(C2C=CC=CC=2)C2C=CC3C(=CC=CC=3)C=2C2C3C(=CC=CC=3)C=CC=2P(C2C=CC=CC=2)C2C=CC=CC=2)C=CC=CC=1.CC(C)([O-])C.[Na+]. The catalyst is O1CCOCC1.C1C=CC(/C=C/C(/C=C/C2C=CC=CC=2)=O)=CC=1.C1C=CC(/C=C/C(/C=C/C2C=CC=CC=2)=O)=CC=1.C1C=CC(/C=C/C(/C=C/C2C=CC=CC=2)=O)=CC=1.[Pd].[Pd]. The product is [Cl:18][C:5]1[C:6]([NH:8][C:9]2[CH:17]=[CH:16][CH:15]=[CH:14][C:10]=2[C:11]([OH:13])=[O:12])=[CH:7][C:2]([NH:25][C:24]2[N:20]([CH3:19])[N:21]=[C:22]([CH3:26])[CH:23]=2)=[N:3][CH:4]=1. The yield is 0.210.